This data is from Reaction yield outcomes from USPTO patents with 853,638 reactions. The task is: Predict the reaction yield, written as a fraction of the theoretical maximum amount of product (1.0 means a 100% yield; for example, 0.34 means a 34% yield). (1) No catalyst specified. The yield is 1.00. The product is [Cl:23][C:20]1[CH:19]=[CH:18][C:17]([C:13]2[C:12]([CH2:11][O:10][C:7]3[CH:8]=[CH:9][C:4]([C:3]([OH:24])=[O:2])=[CH:5][N:6]=3)=[CH:16][O:15][N:14]=2)=[CH:22][CH:21]=1. The reactants are C[O:2][C:3](=[O:24])[C:4]1[CH:9]=[CH:8][C:7]([O:10][CH2:11][C:12]2[C:13]([C:17]3[CH:22]=[CH:21][C:20]([Cl:23])=[CH:19][CH:18]=3)=[N:14][O:15][CH:16]=2)=[N:6][CH:5]=1.COC(=O)C1C=CC(OCC2C(C3C=CC(F)=CC=3)=NOC=2)=NC=1. (2) The reactants are [Cl:1][C:2]1[CH:7]=[CH:6][C:5]([CH:8]([C:28]2[CH:33]=[CH:32][CH:31]=[CH:30][CH:29]=2)[N:9]2[CH2:12][CH:11]([CH2:13][O:14][C:15]3[C:23]([CH:24]4[CH2:26][CH2:25]4)=[CH:22][C:18]([C:19](O)=[O:20])=[C:17]([F:27])[CH:16]=3)[CH2:10]2)=[CH:4][CH:3]=1.[CH3:34][S:35]([NH2:38])(=[O:37])=[O:36].CCN=C=NCCCN(C)C. The catalyst is CN(C1C=CN=CC=1)C.C(Cl)Cl.CCOC(C)=O. The product is [Cl:1][C:2]1[CH:7]=[CH:6][C:5]([CH:8]([C:28]2[CH:33]=[CH:32][CH:31]=[CH:30][CH:29]=2)[N:9]2[CH2:12][CH:11]([CH2:13][O:14][C:15]3[C:23]([CH:24]4[CH2:26][CH2:25]4)=[CH:22][C:18]([C:19]([NH:38][S:35]([CH3:34])(=[O:37])=[O:36])=[O:20])=[C:17]([F:27])[CH:16]=3)[CH2:10]2)=[CH:4][CH:3]=1. The yield is 0.190. (3) The reactants are Cl.[CH2:2]([O:4][C:5](=[O:9])[C@H:6]([CH3:8])[NH2:7])[CH3:3].C(N(CC)CC)C.[CH:17]1([C:20](Cl)=[O:21])[CH2:19][CH2:18]1.C(=O)(O)[O-].[Na+]. The catalyst is ClCCl. The product is [CH2:2]([O:4][C:5](=[O:9])[CH:6]([NH:7][C:20]([CH:17]1[CH2:19][CH2:18]1)=[O:21])[CH3:8])[CH3:3]. The yield is 0.960. (4) The reactants are FC(F)(F)C(O)=O.C([O:12][C:13]([N:15]1[CH2:20][CH2:19][CH:18]([N:21]2[C:25]3=[N:26][CH:27]=[N:28][C:29]([O:30][C:31]4[C:32]([CH3:37])=[N:33][CH:34]=[CH:35][CH:36]=4)=[C:24]3[CH:23]=[N:22]2)[CH2:17][CH2:16]1)=[O:14])(C)(C)C.ClC(O[CH2:42][CH:43]([CH3:45])[CH3:44])=O.C(N(CC)CC)C. The catalyst is ClCCl.O. The product is [CH2:42]([O:12][C:13]([N:15]1[CH2:20][CH2:19][CH:18]([N:21]2[C:25]3=[N:26][CH:27]=[N:28][C:29]([O:30][C:31]4[C:32]([CH3:37])=[N:33][CH:34]=[CH:35][CH:36]=4)=[C:24]3[CH:23]=[N:22]2)[CH2:17][CH2:16]1)=[O:14])[CH:43]([CH3:45])[CH3:44]. The yield is 0.630. (5) The catalyst is O1CCCC1. The reactants are [O:1]=[C:2]1[C:7]([CH2:8][C:9]2[CH:14]=[CH:13][C:12]([C:15]3[C:16]([C:21]#[N:22])=[CH:17][CH:18]=[CH:19][CH:20]=3)=[CH:11][CH:10]=2)=[C:6]([CH2:23][CH2:24][CH3:25])[N:5]2[N:26]=[CH:27][N:28]=[C:4]2[N:3]1[CH:29]1[CH2:34][CH2:33][CH:32]([O:35][CH2:36][C:37](=[O:39])[CH3:38])[CH2:31][CH2:30]1.[CH3:40][Mg]Br.[Cl-].[NH4+]. The product is [OH:39][C:37]([CH3:40])([CH3:38])[CH2:36][O:35][CH:32]1[CH2:31][CH2:30][CH:29]([N:3]2[C:2](=[O:1])[C:7]([CH2:8][C:9]3[CH:14]=[CH:13][C:12]([C:15]4[C:16]([C:21]#[N:22])=[CH:17][CH:18]=[CH:19][CH:20]=4)=[CH:11][CH:10]=3)=[C:6]([CH2:23][CH2:24][CH3:25])[N:5]3[N:26]=[CH:27][N:28]=[C:4]23)[CH2:34][CH2:33]1. The yield is 0.780.